This data is from Full USPTO retrosynthesis dataset with 1.9M reactions from patents (1976-2016). The task is: Predict the reactants needed to synthesize the given product. (1) Given the product [C:23]([C@H:20]1[CH2:21][CH2:22][C@H:17]([O:16][C:7]2[C:8]([C:12]([F:14])([F:15])[F:13])=[C:9]3[C:4](=[CH:5][CH:6]=2)[CH:3]=[C:2]([CH:35]=[O:36])[CH:11]=[CH:10]3)[CH2:18][CH2:19]1)([CH3:25])([CH3:26])[CH3:24], predict the reactants needed to synthesize it. The reactants are: Br[C:2]1[CH:3]=[C:4]2[C:9](=[CH:10][CH:11]=1)[C:8]([C:12]([F:15])([F:14])[F:13])=[C:7]([O:16][C@H:17]1[CH2:22][CH2:21][C@H:20]([C:23]([CH3:26])([CH3:25])[CH3:24])[CH2:19][CH2:18]1)[CH:6]=[CH:5]2.[Li]CCCC.CN([CH:35]=[O:36])C.[NH4+].[Cl-]. (2) Given the product [CH3:30][O:29][C:27](=[O:28])[CH:26]=[CH:1][CH:3]1[O:8][CH2:7][CH2:6][N:5]([C:9]([O:11][CH2:12][C:13]2[CH:14]=[CH:15][CH:16]=[CH:17][CH:18]=2)=[O:10])[CH2:4]1, predict the reactants needed to synthesize it. The reactants are: [CH:1]([CH:3]1[O:8][CH2:7][CH2:6][N:5]([C:9]([O:11][CH2:12][C:13]2[CH:18]=[CH:17][CH:16]=[CH:15][CH:14]=2)=[O:10])[CH2:4]1)=O.C1(P(C2C=CC=CC=2)(C2C=CC=CC=2)=[CH:26][C:27]([O:29][CH3:30])=[O:28])C=CC=CC=1.